This data is from Full USPTO retrosynthesis dataset with 1.9M reactions from patents (1976-2016). The task is: Predict the reactants needed to synthesize the given product. (1) Given the product [CH:24]1([NH:30][C:19](=[O:21])[C:18]2[CH:22]=[CH:23][C:15]([O:14][CH2:13][C:3]3[C:4]([C:7]4[CH:8]=[CH:9][CH:10]=[CH:11][CH:12]=4)=[N:5][O:6][C:2]=3[CH3:1])=[N:16][CH:17]=2)[CH2:29][CH2:28][CH2:27][CH2:26][CH2:25]1, predict the reactants needed to synthesize it. The reactants are: [CH3:1][C:2]1[O:6][N:5]=[C:4]([C:7]2[CH:12]=[CH:11][CH:10]=[CH:9][CH:8]=2)[C:3]=1[CH2:13][O:14][C:15]1[CH:23]=[CH:22][C:18]([C:19]([OH:21])=O)=[CH:17][N:16]=1.[CH:24]1([NH2:30])[CH2:29][CH2:28][CH2:27][CH2:26][CH2:25]1. (2) The reactants are: [C:1]([C:3]1[CH:4]=[C:5]([CH:9]=[CH:10][CH:11]=1)[C:6](Cl)=[O:7])#[N:2].[CH3:12][N:13]1[CH2:18][CH2:17][NH:16][CH2:15][CH2:14]1.C(N(CC)CC)C.O. Given the product [CH3:12][N:13]1[CH2:18][CH2:17][N:16]([C:6]([C:5]2[CH:4]=[C:3]([C:1]#[N:2])[CH:11]=[CH:10][CH:9]=2)=[O:7])[CH2:15][CH2:14]1, predict the reactants needed to synthesize it. (3) Given the product [Br:16][C:12]1[N:11]=[C:10]([C:8]2[CH:5]=[C:4]([OH:6])[CH:3]=[C:2]([CH3:1])[N:7]=2)[CH:15]=[CH:14][CH:13]=1, predict the reactants needed to synthesize it. The reactants are: [CH3:1]/[C:2](/[NH:7][C:8]([C:10]1[CH:15]=[CH:14][CH:13]=[C:12]([Br:16])[N:11]=1)=O)=[CH:3]/[C:4](=[O:6])[CH3:5].C(N(C(C)C)CC)(C)C.FC(F)(F)S(O[Si](C)(C)C)(=O)=O.[Cl-].[NH4+]. (4) Given the product [F:37][C:34]1[CH:35]=[CH:36][C:31]([C:30]([NH:29][C:26]2[CH:25]=[CH:24][C:23]([NH:22][C:2]3[C:3]4[CH:4]=[C:5]([N+:13]([O-:15])=[O:14])[C:6](=[O:12])[NH:7][C:8]=4[N:9]=[CH:10][CH:11]=3)=[CH:28][CH:27]=2)=[O:42])=[C:32]([C:38]([F:39])([F:40])[F:41])[CH:33]=1, predict the reactants needed to synthesize it. The reactants are: Cl[C:2]1[CH:11]=[CH:10][N:9]=[C:8]2[C:3]=1[CH:4]=[C:5]([N+:13]([O-:15])=[O:14])[C:6](=[O:12])[NH:7]2.Cl.CCOCC.[NH2:22][C:23]1[CH:28]=[CH:27][C:26]([NH:29][C:30](=[O:42])[C:31]2[CH:36]=[CH:35][C:34]([F:37])=[CH:33][C:32]=2[C:38]([F:41])([F:40])[F:39])=[CH:25][CH:24]=1.O. (5) The reactants are: C(N(CC)CC)C.[C-:8]1(C(O)=O)[CH:12]=[CH:11][CH:10]=[CH:9]1.[CH-:16]1[CH:20]=[CH:19][CH:18]=[CH:17]1.[Fe+2:21].C(=O)([O-])O.[Na+].Cl. Given the product [CH-:8]1[CH:12]=[CH:11][CH:10]=[CH:9]1.[CH-:16]1[CH:20]=[CH:19][CH:18]=[CH:17]1.[Fe+2:21], predict the reactants needed to synthesize it. (6) Given the product [CH2:37]([O:39][C:18](=[O:30])[C:19]1[CH:24]=[C:23]([O:25][CH3:26])[CH:22]=[C:21]([C:27]2[C:28](=[NH:29])[N:3]([CH2:1][CH3:2])[C:4]3[C:9](=[CH:8][N:7]=[C:6]4[NH:12][CH:13]=[CH:14][C:5]4=3)[CH:10]=2)[CH:20]=1)[CH3:38], predict the reactants needed to synthesize it. The reactants are: [CH2:1]([NH:3][C:4]1[C:9]([CH:10]=O)=[CH:8][N:7]=[C:6]2[NH:12][CH:13]=[CH:14][C:5]=12)[CH3:2].C(O[C:18](=[O:30])[C:19]1[CH:24]=[C:23]([O:25][CH3:26])[CH:22]=[C:21]([CH2:27][C:28]#[N:29])[CH:20]=1)C.N1CCCCC1.[CH2:37]([OH:39])[CH3:38].